Dataset: Full USPTO retrosynthesis dataset with 1.9M reactions from patents (1976-2016). Task: Predict the reactants needed to synthesize the given product. (1) Given the product [Cl:12][C:8]1[CH:7]=[C:6]([CH:2]([O:21][C:16]2[CH:17]=[CH:18][C:19]([CH3:20])=[C:14]([CH3:13])[CH:15]=2)[C:3]([OH:5])=[O:4])[CH:11]=[CH:10][CH:9]=1, predict the reactants needed to synthesize it. The reactants are: Br[CH:2]([C:6]1[CH:11]=[CH:10][CH:9]=[C:8]([Cl:12])[CH:7]=1)[C:3]([OH:5])=[O:4].[CH3:13][C:14]1[CH:15]=[C:16]([OH:21])[CH:17]=[CH:18][C:19]=1[CH3:20]. (2) Given the product [C:2](=[NH:1])([CH3:3])[CH3:7].[C:2](=[NH:1])([CH3:3])[CH3:7].[C:2](=[NH:1])([CH3:3])[CH3:7].[C:2](=[NH:1])([CH3:3])[CH3:7].[NH2:1][C:2]1[CH:3]=[C:4]([C:9]2[CH:15]=[CH:14][C:12]([NH2:13])=[C:11]([NH2:16])[CH:10]=2)[CH:5]=[CH:6][C:7]=1[NH2:8], predict the reactants needed to synthesize it. The reactants are: [NH2:1][C:2]1[CH:3]=[C:4]([C:9]2[CH:15]=[CH:14][C:12]([NH2:13])=[C:11]([NH2:16])[CH:10]=2)[CH:5]=[CH:6][C:7]=1[NH2:8].O.C1(C)C=CC(S(O)(=O)=O)=CC=1. (3) Given the product [Cl:8][C:6]1[CH:7]=[C:2]([CH:13]2[CH2:15][CH2:14]2)[C:3]([C:9]([O:11][CH3:12])=[O:10])=[N:4][CH:5]=1, predict the reactants needed to synthesize it. The reactants are: Br[C:2]1[C:3]([C:9]([O:11][CH3:12])=[O:10])=[N:4][CH:5]=[C:6]([Cl:8])[CH:7]=1.[CH:13]1([B-](F)(F)F)[CH2:15][CH2:14]1.[K+].C(=O)([O-])[O-].[Cs+].[Cs+].C1(C)C=CC=CC=1. (4) Given the product [F:32][C:28]1[CH:27]=[C:26]([C:4]([C:6]2[N:7]=[CH:8][N:9]([C:11]3[CH:16]=[CH:15][CH:14]=[C:13]([C:17]4[C:18]([Cl:23])=[N:19][CH:20]=[CH:21][CH:22]=4)[CH:12]=3)[CH:10]=2)=[O:5])[CH:31]=[CH:30][CH:29]=1, predict the reactants needed to synthesize it. The reactants are: CON(C)[C:4]([C:6]1[N:7]=[CH:8][N:9]([C:11]2[CH:16]=[CH:15][CH:14]=[C:13]([C:17]3[C:18]([Cl:23])=[N:19][CH:20]=[CH:21][CH:22]=3)[CH:12]=2)[CH:10]=1)=[O:5].Br[C:26]1[CH:31]=[CH:30][CH:29]=[C:28]([F:32])[CH:27]=1.